This data is from Forward reaction prediction with 1.9M reactions from USPTO patents (1976-2016). The task is: Predict the product of the given reaction. (1) Given the reactants C([N:14]1[CH2:17][C:16]2([C:21](=[O:22])[NH:20][C:19](=[O:23])[NH:18]2)[CH2:15]1)(C1C=CC=CC=1)C1C=CC=CC=1.[C:24]([OH:27])(=[O:26])[CH3:25].[H][H], predict the reaction product. The product is: [C:24]([OH:27])(=[O:26])[CH3:25].[CH2:15]1[C:16]2([C:21](=[O:22])[NH:20][C:19](=[O:23])[NH:18]2)[CH2:17][NH:14]1. (2) Given the reactants [Si]([O:8][CH2:9][C:10]1[N:15]=[CH:14][C:13]2[N:16]=[CH:17][N:18]([C:19]3[S:23][C:22]([C:24]([NH2:26])=[O:25])=[C:21]([O:27][C@@H:28]([C:30]4[CH:35]=[CH:34][CH:33]=[CH:32][C:31]=4[C:36]([F:39])([F:38])[F:37])[CH3:29])[CH:20]=3)[C:12]=2[CH:11]=1)(C(C)(C)C)(C)C, predict the reaction product. The product is: [OH:8][CH2:9][C:10]1[N:15]=[CH:14][C:13]2[N:16]=[CH:17][N:18]([C:19]3[S:23][C:22]([C:24]([NH2:26])=[O:25])=[C:21]([O:27][C@@H:28]([C:30]4[CH:35]=[CH:34][CH:33]=[CH:32][C:31]=4[C:36]([F:37])([F:38])[F:39])[CH3:29])[CH:20]=3)[C:12]=2[CH:11]=1. (3) Given the reactants [NH2:1][C:2](=O)[C@@H:3]([NH:12][C:13]([C:15]1([NH:21][C:22](=[O:28])[O:23][C:24]([CH3:27])([CH3:26])[CH3:25])[CH2:20][CH2:19][O:18][CH2:17][CH2:16]1)=[O:14])[CH2:4][C:5]1[CH:10]=[CH:9][C:8]([I:11])=[CH:7][CH:6]=1.CC[N+](S(N=C(OC)[O-])(=O)=O)(CC)CC, predict the reaction product. The product is: [C:2]([C@@H:3]([NH:12][C:13]([C:15]1([NH:21][C:22](=[O:28])[O:23][C:24]([CH3:26])([CH3:25])[CH3:27])[CH2:20][CH2:19][O:18][CH2:17][CH2:16]1)=[O:14])[CH2:4][C:5]1[CH:10]=[CH:9][C:8]([I:11])=[CH:7][CH:6]=1)#[N:1]. (4) Given the reactants Cl[S:2]([C:5]1[CH:6]=[C:7]2[C:11](=[CH:12][CH:13]=1)[NH:10][C:9](=[O:14])[CH2:8]2)(=[O:4])=[O:3].[Zn:15].O1CCCC1, predict the reaction product. The product is: [Zn:15].[S:2](=[C:5]1[CH:13]=[CH:12][C:11]2[NH:10][C:9](=[O:14])[CH2:8][C:7]=2[CH2:6]1)(=[O:3])=[O:4]. (5) The product is: [Cl:1][C:2]1[CH:3]=[CH:4][C:5]([C:28]([F:30])([F:29])[F:31])=[C:6]([CH:27]=1)[CH2:7][N:8]1[CH2:13][CH2:12][NH:11][C:10]2[N:14]=[CH:15][C:16]([C:18]3[CH:19]=[CH:20][C:21]([C:22]([N:43]4[CH2:42][CH2:41][CH:40]([C:37]5[C:36]6[CH:46]=[CH:47][C:33]([F:32])=[CH:34][C:35]=6[O:39][N:38]=5)[CH2:45][CH2:44]4)=[O:23])=[CH:25][CH:26]=3)=[CH:17][C:9]1=2. Given the reactants [Cl:1][C:2]1[CH:3]=[CH:4][C:5]([C:28]([F:31])([F:30])[F:29])=[C:6]([CH:27]=1)[CH2:7][N:8]1[CH2:13][CH2:12][NH:11][C:10]2[N:14]=[CH:15][C:16]([C:18]3[CH:26]=[CH:25][C:21]([C:22](O)=[O:23])=[CH:20][CH:19]=3)=[CH:17][C:9]1=2.[F:32][C:33]1[CH:47]=[CH:46][C:36]2[C:37]([CH:40]3[CH2:45][CH2:44][NH:43][CH2:42][CH2:41]3)=[N:38][O:39][C:35]=2[CH:34]=1, predict the reaction product. (6) Given the reactants [Cl:1][C:2]1[CH:7]=[CH:6][CH:5]=[C:4]([O:8][CH2:9][C@H:10]([CH3:13])[CH2:11]Cl)[CH:3]=1.[CH3:14][CH:15]([CH3:31])[C:16]([NH:18][C:19]1[CH:24]=[CH:23][CH:22]=[C:21]([CH:25]2[CH2:30][CH2:29][NH:28][CH2:27][CH2:26]2)[CH:20]=1)=[O:17], predict the reaction product. The product is: [Cl:1][C:2]1[CH:3]=[C:4]([CH:5]=[CH:6][CH:7]=1)[O:8][CH2:9][C@H:10]([CH3:13])[CH2:11][N:28]1[CH2:29][CH2:30][CH:25]([C:21]2[CH:20]=[C:19]([NH:18][C:16](=[O:17])[CH:15]([CH3:14])[CH3:31])[CH:24]=[CH:23][CH:22]=2)[CH2:26][CH2:27]1.